This data is from Forward reaction prediction with 1.9M reactions from USPTO patents (1976-2016). The task is: Predict the product of the given reaction. Given the reactants C[O:2][C:3]1[N:4]=[CH:5][CH:6]=[C:7]2[C:11]([C:12]3[CH:17]=[CH:16][CH:15]=[CH:14][CH:13]=3)=[C:10]([C:18]3[CH:23]=[CH:22][C:21]([C:24]4([NH2:28])[CH2:27][CH2:26][CH2:25]4)=[CH:20][CH:19]=3)[O:9][C:8]=12.Cl, predict the reaction product. The product is: [NH2:28][C:24]1([C:21]2[CH:20]=[CH:19][C:18]([C:10]3[O:9][C:8]4[C:3](=[O:2])[NH:4][CH:5]=[CH:6][C:7]=4[C:11]=3[C:12]3[CH:17]=[CH:16][CH:15]=[CH:14][CH:13]=3)=[CH:23][CH:22]=2)[CH2:25][CH2:26][CH2:27]1.